This data is from TCR-epitope binding with 47,182 pairs between 192 epitopes and 23,139 TCRs. The task is: Binary Classification. Given a T-cell receptor sequence (or CDR3 region) and an epitope sequence, predict whether binding occurs between them. The epitope is YVLDHLIVV. The TCR CDR3 sequence is CASSLGLAGEGEQFF. Result: 0 (the TCR does not bind to the epitope).